The task is: Predict the reactants needed to synthesize the given product.. This data is from Full USPTO retrosynthesis dataset with 1.9M reactions from patents (1976-2016). Given the product [CH2:36]([O:32][C@@:26]1([C:28]([F:31])([F:30])[F:29])[CH2:27][C@H:22]2[CH2:21][CH2:20][CH2:19][C:16]3[C:15](=[CH:14][C:13]4[CH:12]=[N:11][N:10]([C:7]5[CH:6]=[CH:5][C:4]([F:3])=[CH:9][CH:8]=5)[C:18]=4[CH:17]=3)[C@:23]2([C:33]#[N:34])[CH2:24][CH2:25]1)[C:37]1[CH:42]=[CH:41][CH:40]=[CH:39][CH:38]=1, predict the reactants needed to synthesize it. The reactants are: [H-].[Na+].[F:3][C:4]1[CH:9]=[CH:8][C:7]([N:10]2[C:18]3[CH:17]=[C:16]4[CH2:19][CH2:20][CH2:21][C@@H:22]5[CH2:27][C@@:26]([OH:32])([C:28]([F:31])([F:30])[F:29])[CH2:25][CH2:24][C@@:23]5([C:33]#[N:34])[C:15]4=[CH:14][C:13]=3[CH:12]=[N:11]2)=[CH:6][CH:5]=1.Br[CH2:36][C:37]1[CH:42]=[CH:41][CH:40]=[CH:39][CH:38]=1.